Dataset: Peptide-MHC class I binding affinity with 185,985 pairs from IEDB/IMGT. Task: Regression. Given a peptide amino acid sequence and an MHC pseudo amino acid sequence, predict their binding affinity value. This is MHC class I binding data. The peptide sequence is RPRRASSPF. The MHC is HLA-A02:01 with pseudo-sequence HLA-A02:01. The binding affinity (normalized) is 0.0847.